From a dataset of Full USPTO retrosynthesis dataset with 1.9M reactions from patents (1976-2016). Predict the reactants needed to synthesize the given product. (1) Given the product [C:1]([C:5]1[CH:12]=[CH:11][C:8]([C:9]#[N:10])=[C:7]([O:13][CH3:14])[CH:6]=1)([CH3:4])([CH3:2])[CH3:3], predict the reactants needed to synthesize it. The reactants are: [C:1]([C:5]1[CH:12]=[CH:11][C:8]([C:9]#[N:10])=[C:7]([OH:13])[CH:6]=1)([CH3:4])([CH3:3])[CH3:2].[C:14](=O)([O-])[O-].[K+].[K+].IC. (2) Given the product [S:52]1[CH2:51][CH2:50][N:49]=[C:47]1[C:44]1[NH:45][C:46]2[C:42]([CH:43]=1)=[CH:41][C:40]([O:72][C:73]([F:76])([F:74])[F:75])=[CH:39][C:38]=2[N:37]([CH3:36])[S:77]([C:80]1[S:81][CH:82]=[CH:83][CH:84]=1)(=[O:79])=[O:78], predict the reactants needed to synthesize it. The reactants are: C1(P(=O)(C2C=CC=CC=2)C2C=CC=CC=2)C=CC=CC=1.FC(F)(F)S(OS(C(F)(F)F)(=O)=O)(=O)=O.[CH3:36][N:37]([S:77]([C:80]1[S:81][CH:82]=[CH:83][CH:84]=1)(=[O:79])=[O:78])[C:38]1[CH:39]=[C:40]([O:72][C:73]([F:76])([F:75])[F:74])[CH:41]=[C:42]2[C:46]=1[NH:45][C:44]([C:47]([NH:49][CH2:50][CH2:51][S:52]C(C1C=CC=CC=1)(C1C=CC=CC=1)C1C=CC=CC=1)=O)=[CH:43]2.C(=O)([O-])O.[Na+].